From a dataset of Full USPTO retrosynthesis dataset with 1.9M reactions from patents (1976-2016). Predict the reactants needed to synthesize the given product. (1) Given the product [CH:31]1([CH2:30][O:29][C:21]2[CH:22]=[CH:23][C:24]([CH:26]([F:28])[F:27])=[CH:25][C:20]=2[C:19]2[C:14]3[NH:13][C:12]([CH3:34])=[C:11]([C:9]([NH:8][C@H:5]4[CH2:6][CH2:7][C@H:2]([NH:1][C:36](=[O:39])[CH2:37][CH3:38])[CH2:3][C@H:4]4[F:35])=[O:10])[C:15]=3[N:16]=[CH:17][N:18]=2)[CH2:32][CH2:33]1, predict the reactants needed to synthesize it. The reactants are: [NH2:1][C@H:2]1[CH2:7][CH2:6][C@H:5]([NH:8][C:9]([C:11]2[C:15]3[N:16]=[CH:17][N:18]=[C:19]([C:20]4[CH:25]=[C:24]([CH:26]([F:28])[F:27])[CH:23]=[CH:22][C:21]=4[O:29][CH2:30][CH:31]4[CH2:33][CH2:32]4)[C:14]=3[NH:13][C:12]=2[CH3:34])=[O:10])[C@H:4]([F:35])[CH2:3]1.[C:36](Cl)(=[O:39])[CH2:37][CH3:38]. (2) Given the product [NH:7]1[CH:11]=[CH:10][C:9]([C:12]2[C:13]3[NH:21][N:20]=[N:19][C:14]=3[N:15]=[C:16]([NH2:18])[N:17]=2)=[N:8]1, predict the reactants needed to synthesize it. The reactants are: C[Si](C)(C)CCOC[N:7]1[CH:11]=[CH:10][C:9]([C:12]2[C:13]3[NH:21][N:20]=[N:19][C:14]=3[N:15]=[C:16]([NH2:18])[N:17]=2)=[N:8]1. (3) Given the product [C@@H:9]1([C:8]([O:12][CH2:13][CH3:14])=[O:11])[CH2:10][C@H:5]1[C:4]([O:3][CH2:1][CH3:2])=[O:7], predict the reactants needed to synthesize it. The reactants are: [CH2:1]([O:3][C:4](=[O:7])[CH2:5]Cl)[CH3:2].[C:8]([O:12][CH2:13][CH3:14])(=[O:11])[CH:9]=[CH2:10].[H-].[Na+]. (4) Given the product [CH3:1][O:2][C:3]1[CH:4]=[C:5]([C:13]2[CH:18]=[CH:17][C:16]([C:19]3[O:20][C:21]([CH3:32])=[C:22]([CH2:24][CH2:25][N:26]4[CH2:30][CH2:29][CH2:28][C@H:27]4[CH3:31])[N:23]=3)=[CH:15][CH:14]=2)[CH:6]=[CH:7][CH:8]=1, predict the reactants needed to synthesize it. The reactants are: [CH3:1][O:2][C:3]1[CH:4]=[C:5](B(O)O)[CH:6]=[CH:7][CH:8]=1.Br[C:13]1[CH:18]=[CH:17][C:16]([C:19]2[O:20][C:21]([CH3:32])=[C:22]([CH2:24][CH2:25][N:26]3[CH2:30][CH2:29][CH2:28][C@H:27]3[CH3:31])[N:23]=2)=[CH:15][CH:14]=1. (5) Given the product [N+:10]([C:6]1[CH:5]=[C:4]([C:2](=[N:14][NH2:15])[CH3:1])[CH:9]=[CH:8][CH:7]=1)([O-:12])=[O:11], predict the reactants needed to synthesize it. The reactants are: [CH3:1][C:2]([C:4]1[CH:9]=[CH:8][CH:7]=[C:6]([N+:10]([O-:12])=[O:11])[CH:5]=1)=O.O.[NH2:14][NH2:15]. (6) The reactants are: Br[C:2]1[CH:3]=[C:4]([C:8]2[N:13]([CH2:14][C:15]3[CH:20]=[CH:19][C:18]([CH3:21])=[CH:17][C:16]=3[CH3:22])[C:12](=[O:23])[C:11]([C:24]#[N:25])=[C:10]([C:26]([F:29])([F:28])[F:27])[CH:9]=2)[CH:5]=[CH:6][CH:7]=1.[OH:30][C:31]1[CH:32]=[C:33](B(O)O)[CH:34]=[CH:35][CH:36]=1.C([O-])([O-])=O.[K+].[K+].N#N. Given the product [CH3:22][C:16]1[CH:17]=[C:18]([CH3:21])[CH:19]=[CH:20][C:15]=1[CH2:14][N:13]1[C:8]([C:4]2[CH:3]=[C:2]([C:35]3[CH:34]=[CH:33][CH:32]=[C:31]([OH:30])[CH:36]=3)[CH:7]=[CH:6][CH:5]=2)=[CH:9][C:10]([C:26]([F:27])([F:29])[F:28])=[C:11]([C:24]#[N:25])[C:12]1=[O:23], predict the reactants needed to synthesize it. (7) Given the product [CH:16]([C:14]1[N:15]=[C:8]2[C:7]([N:4]3[CH2:3][CH2:2][O:1][CH2:6][CH2:5]3)=[CH:12][CH:11]=[N:10][N:9]2[C:13]=1[C:19]1[CH:20]=[C:21]([CH:24]=[CH:25][CH:26]=1)[C:22]#[N:23])=[O:17], predict the reactants needed to synthesize it. The reactants are: [O:1]1[CH2:6][CH2:5][N:4]([C:7]2[C:8]3[N:9]([CH:13]=[C:14]([CH:16]=[O:17])[N:15]=3)[N:10]=[CH:11][CH:12]=2)[CH2:3][CH2:2]1.Br[C:19]1[CH:20]=[C:21]([CH:24]=[CH:25][CH:26]=1)[C:22]#[N:23].C1C=CC(P(C2C=CC=CC=2)C2C=CC=CC=2)=CC=1.CC([O-])=O.[K+].